Dataset: Reaction yield outcomes from USPTO patents with 853,638 reactions. Task: Predict the reaction yield, written as a fraction of the theoretical maximum amount of product (1.0 means a 100% yield; for example, 0.34 means a 34% yield). (1) The reactants are [N:1]1[C:2]([C:10](=[O:17])[CH2:11][C:12]([O:14][CH2:15][CH3:16])=[O:13])=[N:3][N:4]2[CH:9]=[CH:8][CH:7]=[CH:6][C:5]=12.CO[CH:20](OC)[N:21]([CH3:23])[CH3:22]. The catalyst is C(O)C. The product is [N:1]1[C:2]([C:10](/[C:11](=[CH:20]\[N:21]([CH3:23])[CH3:22])/[C:12]([O:14][CH2:15][CH3:16])=[O:13])=[O:17])=[N:3][N:4]2[CH:9]=[CH:8][CH:7]=[CH:6][C:5]=12. The yield is 0.580. (2) The reactants are C(OC(=O)[NH:7][C@@H:8]([CH2:24][C:25]1[CH:30]=[CH:29][CH:28]=[CH:27][CH:26]=1)[C@H:9]([OH:23])[CH2:10][NH:11][CH2:12][C:13]1[CH:18]=[CH:17][CH:16]=[C:15]([C:19]([F:22])([F:21])[F:20])[CH:14]=1)(C)(C)C.[ClH:32].O1CCOCC1. The catalyst is C(OCC)C. The product is [ClH:32].[NH2:7][C@@H:8]([CH2:24][C:25]1[CH:30]=[CH:29][CH:28]=[CH:27][CH:26]=1)[C@H:9]([OH:23])[CH2:10][NH:11][CH2:12][C:13]1[CH:18]=[CH:17][CH:16]=[C:15]([C:19]([F:20])([F:21])[F:22])[CH:14]=1. The yield is 0.710. (3) The reactants are [C:1]1([C@@H:7]2[NH:12][C:11](=[O:13])[C@H:10]([C:14]3[S:15][CH:16]=[CH:17][CH:18]=3)[NH:9][CH2:8]2)[CH:6]=[CH:5][CH:4]=[CH:3][CH:2]=1.[F:19][C:20]1[CH:25]=[CH:24][C:23]([C:26]2[O:30][N:29]=[C:28]([C:31](O)=[O:32])[N:27]=2)=[CH:22][CH:21]=1.C([C@@H]1N(C(=O)/C=C/C2C=CC=CC=2)C[C@H](CC(C)C)NC1=O)C(C)C. No catalyst specified. The product is [F:19][C:20]1[CH:21]=[CH:22][C:23]([C:26]2[O:30][N:29]=[C:28]([C:31]([N:9]3[CH2:8][C@H:7]([C:1]4[CH:2]=[CH:3][CH:4]=[CH:5][CH:6]=4)[NH:12][C:11](=[O:13])[C@@H:10]3[C:14]3[S:15][CH:16]=[CH:17][CH:18]=3)=[O:32])[N:27]=2)=[CH:24][CH:25]=1. The yield is 0.520. (4) The reactants are [H-].[Na+].[C:3]([O:10][CH2:11][CH3:12])(=[O:9])[C:4]([O:6]CC)=O.[C:13]([O:18][CH2:19][CH3:20])(=[O:17])[CH2:14][CH2:15][CH3:16].O. The catalyst is CCOCC. The product is [CH2:19]([O:18][C:13](=[O:17])[CH:14]([CH2:15][CH3:16])[C:4](=[O:6])[C:3]([O:10][CH2:11][CH3:12])=[O:9])[CH3:20]. The yield is 0.240. (5) The reactants are [O:1]=[S:2]1(=[O:29])[CH2:7][CH2:6][CH:5]([C:8]2[C:16]3[C:11](=[C:12]([C:26]([NH2:28])=[O:27])[CH:13]=[C:14](B4OC(C)(C)C(C)(C)O4)[CH:15]=3)[NH:10][CH:9]=2)[CH2:4][CH2:3]1.Br[C:31]1[CH:32]=[C:33]2[C:37](=[CH:38][CH:39]=1)[NH:36][N:35]=[CH:34]2.C(=O)([O-])[O-].[K+].[K+]. The catalyst is O1CCOCC1.O.C1C=CC(P(C2C=CC=CC=2)[C-]2C=CC=C2)=CC=1.C1C=CC(P(C2C=CC=CC=2)[C-]2C=CC=C2)=CC=1.Cl[Pd]Cl.[Fe+2]. The product is [O:29]=[S:2]1(=[O:1])[CH2:7][CH2:6][CH:5]([C:8]2[C:16]3[C:11](=[C:12]([C:26]([NH2:28])=[O:27])[CH:13]=[C:14]([C:31]4[CH:32]=[C:33]5[C:37](=[CH:38][CH:39]=4)[NH:36][N:35]=[CH:34]5)[CH:15]=3)[NH:10][CH:9]=2)[CH2:4][CH2:3]1. The yield is 0.240. (6) The reactants are Br[C:2]1[CH:7]=[CH:6][C:5]([C@@H:8]([NH:10][C:11](=[O:17])[O:12][C:13]([CH3:16])([CH3:15])[CH3:14])[CH3:9])=[CH:4][C:3]=1[F:18].[Li]CCCC.CN([CH:27]=[O:28])C.CCOC(C)=O.CCCCCCC. The catalyst is C1COCC1. The product is [F:18][C:3]1[CH:4]=[C:5]([C@@H:8]([NH:10][C:11](=[O:17])[O:12][C:13]([CH3:16])([CH3:15])[CH3:14])[CH3:9])[CH:6]=[CH:7][C:2]=1[CH:27]=[O:28]. The yield is 0.262. (7) The reactants are [OH-].[Na+].[CH3:3][O:4][C:5]1[CH:22]=[CH:21][C:8]([CH2:9][N:10]2[CH:14]=[C:13]([C:15]([O:17]CC)=[O:16])[C:12]([CH3:20])=[N:11]2)=[CH:7][CH:6]=1. The catalyst is CO. The product is [CH3:3][O:4][C:5]1[CH:6]=[CH:7][C:8]([CH2:9][N:10]2[CH:14]=[C:13]([C:15]([OH:17])=[O:16])[C:12]([CH3:20])=[N:11]2)=[CH:21][CH:22]=1. The yield is 0.880. (8) The reactants are C([N:8]1[CH2:13][CH2:12][C:11]([C:15]2[CH:20]=[CH:19][CH:18]=[CH:17][C:16]=2[Cl:21])([CH3:14])[CH2:10][CH2:9]1)C1C=CC=CC=1.ClC(OC(Cl)C)=O. The catalyst is ClCCCl. The product is [Cl:21][C:16]1[CH:17]=[CH:18][CH:19]=[CH:20][C:15]=1[C:11]1([CH3:14])[CH2:10][CH2:9][NH:8][CH2:13][CH2:12]1. The yield is 0.720. (9) The reactants are [C:1]([Si:5]([CH3:21])([CH3:20])[O:6][CH2:7][CH:8]([C:11]([CH3:19])([CH3:18])[O:12][SiH2:13][C:14]([CH3:17])([CH3:16])[CH3:15])[CH2:9][OH:10])([CH3:4])([CH3:3])[CH3:2].C(N(CC)CC)C.[S:29](Cl)([CH3:32])(=[O:31])=[O:30]. The catalyst is ClCCl.O.C(OCC)(=O)C. The product is [C:1]([Si:5]([CH3:21])([CH3:20])[O:6][CH2:7][CH:8]([C:11]([CH3:19])([CH3:18])[O:12][SiH2:13][C:14]([CH3:17])([CH3:16])[CH3:15])[CH2:9][O:10][S:29]([CH3:32])(=[O:31])=[O:30])([CH3:4])([CH3:3])[CH3:2]. The yield is 0.970.